Task: Predict the product of the given reaction.. Dataset: Forward reaction prediction with 1.9M reactions from USPTO patents (1976-2016) (1) Given the reactants [CH3:1][O:2][CH:3]1[CH2:8][CH2:7][N:6]([C:9]([N:11]2[CH2:17][C:16]3[CH:18]=[CH:19][C:20]([C:22](OC)=[O:23])=[CH:21][C:15]=3[O:14][CH2:13][C@@H:12]2[CH3:26])=[O:10])[CH2:5][CH2:4]1.[NH2:27][OH:28].[OH-].[Na+], predict the reaction product. The product is: [OH:28][NH:27][C:22]([C:20]1[CH:19]=[CH:18][C:16]2[CH2:17][N:11]([C:9]([N:6]3[CH2:5][CH2:4][CH:3]([O:2][CH3:1])[CH2:8][CH2:7]3)=[O:10])[C@@H:12]([CH3:26])[CH2:13][O:14][C:15]=2[CH:21]=1)=[O:23]. (2) Given the reactants F[C:2]1[C:7]([I:8])=[CH:6][CH:5]=[CH:4][N:3]=1.[S:9]1[C:13]2[CH:14]=[CH:15][CH:16]=[CH:17][C:12]=2[N:11]=[C:10]1[NH:18][C:19]1[CH:24]=[CH:23][C:22]([OH:25])=[CH:21][CH:20]=1.C(=O)([O-])[O-].[Cs+].[Cs+].O, predict the reaction product. The product is: [I:8][C:7]1[C:2]([O:25][C:22]2[CH:21]=[CH:20][C:19]([NH:18][C:10]3[S:9][C:13]4[CH:14]=[CH:15][CH:16]=[CH:17][C:12]=4[N:11]=3)=[CH:24][CH:23]=2)=[N:3][CH:4]=[CH:5][CH:6]=1.